Dataset: Retrosynthesis with 50K atom-mapped reactions and 10 reaction types from USPTO. Task: Predict the reactants needed to synthesize the given product. The reactants are: COC(=O)c1cc(N)cnc1SCc1ccccc1.O=C(OC(=O)C(F)(F)F)C(F)(F)F. Given the product COC(=O)c1cc(NC(=O)C(F)(F)F)cnc1SCc1ccccc1, predict the reactants needed to synthesize it.